From a dataset of Forward reaction prediction with 1.9M reactions from USPTO patents (1976-2016). Predict the product of the given reaction. (1) Given the reactants [CH3:1][O:2][C:3]1[CH:11]=[C:10]2[C:6]([C:7]([C:12](=[O:17])[C:13]([CH3:16])([CH3:15])[CH3:14])=[N:8][NH:9]2)=[CH:5][CH:4]=1.Br[CH2:19][C:20]([O:22][CH2:23][CH3:24])=[O:21].C(=O)([O-])[O-].[Cs+].[Cs+], predict the reaction product. The product is: [CH3:15][C:13]([CH3:14])([CH3:16])[C:12]([C:7]1[C:6]2[C:10](=[CH:11][C:3]([O:2][CH3:1])=[CH:4][CH:5]=2)[N:9]([CH2:19][C:20]([O:22][CH2:23][CH3:24])=[O:21])[N:8]=1)=[O:17]. (2) Given the reactants [CH3:1][C:2]1[N:3]=[CH:4][C:5]([NH2:8])=[N:6][CH:7]=1.[Al](Cl)(C)C.[CH3:13][N:14]([CH3:39])[C:15]([C:17]1[N:22]=[CH:21][C:20]([O:23][C:24]2[C:29]3[CH:30]=[C:31]([CH3:33])[O:32][C:28]=3[CH:27]=[C:26]([C:34](OCC)=[O:35])[CH:25]=2)=[CH:19][N:18]=1)=[O:16].CC1CCCO1, predict the reaction product. The product is: [CH3:39][N:14]([CH3:13])[C:15]([C:17]1[N:22]=[CH:21][C:20]([O:23][C:24]2[C:29]3[CH:30]=[C:31]([CH3:33])[O:32][C:28]=3[CH:27]=[C:26]([C:34](=[O:35])[NH:8][C:5]3[CH:4]=[N:3][C:2]([CH3:1])=[CH:7][N:6]=3)[CH:25]=2)=[CH:19][N:18]=1)=[O:16]. (3) Given the reactants [CH2:1]([N:3]1[CH2:8][CH2:7][N:6]([CH2:9][C:10]2[CH:15]=[CH:14][C:13]([NH:16][C:17]([N:19]3[C:27]4[C:22](=[CH:23][C:24]([O:28][C:29]5[CH:34]=[C:33](Cl)[N:32]=[CH:31][N:30]=5)=[CH:25][CH:26]=4)[CH2:21][CH2:20]3)=[O:18])=[CH:12][CH:11]=2)[CH2:5][CH2:4]1)[CH3:2].[CH3:36][NH2:37], predict the reaction product. The product is: [CH2:1]([N:3]1[CH2:8][CH2:7][N:6]([CH2:9][C:10]2[CH:15]=[CH:14][C:13]([NH:16][C:17]([N:19]3[C:27]4[C:22](=[CH:23][C:24]([O:28][C:29]5[CH:34]=[C:33]([NH:37][CH3:36])[N:32]=[CH:31][N:30]=5)=[CH:25][CH:26]=4)[CH2:21][CH2:20]3)=[O:18])=[CH:12][CH:11]=2)[CH2:5][CH2:4]1)[CH3:2]. (4) Given the reactants C([O:8][C:9](=[O:24])[CH2:10][N:11]([CH2:13][CH2:14][N:15]([C:17]([O:19][C:20]([CH3:23])([CH3:22])[CH3:21])=[O:18])[CH3:16])[CH3:12])C1C=CC=CC=1, predict the reaction product. The product is: [C:20]([O:19][C:17]([N:15]([CH3:16])[CH2:14][CH2:13][N:11]([CH2:10][C:9]([OH:24])=[O:8])[CH3:12])=[O:18])([CH3:23])([CH3:22])[CH3:21]. (5) Given the reactants CC(C1C=CC(CCO[C:14]2[N:23]=[CH:22][N:21]=C3C=2C=CC=C3)=CC=1)(C)C.CC1C(/C=N\OC[C:34]2[CH:39]=[CH:38][C:37]([C:40](OC(C)(C)C)=O)=[CH:36][CH:35]=2)=C(OC2C=CC=CC=2)N(C)N=1.CC(C1C=CC(CSC2C=N[N:71](C(C)(C)C)[C:69](=O)C=2Cl)=CC=1)(C)C.CCC1N=CN=C(NCCO[C:91]2[CH:96]=[CH:95][C:94]([CH2:97]COCC)=[C:93](C)[C:92]=2[CH3:103])C=1Cl.[CH3:105]CC1C(Cl)=C(C(NCC2C=CC(C(C)(C)C)=CC=2)=O)N(C)N=1.CCC1C(Cl)=C(C(NCC2C=CC(OC3C=CC(C)=CC=3)=CC=2)=O)N(C)N=1, predict the reaction product. The product is: [CH3:97][C:94]1[CH:95]=[CH:96][C:91](/[N:21]=[CH:22]/[N:23]([CH3:14])/[CH:69]=[N:71]/[C:34]2[CH:35]=[CH:36][C:37]([CH3:40])=[CH:38][C:39]=2[CH3:105])=[C:92]([CH3:103])[CH:93]=1. (6) Given the reactants [OH-].[Li+].[O:3]=[C:4]([NH:10][C:11]1[CH:15]=[C:14]([C:16]2[CH:21]=[CH:20][C:19]([CH3:22])=[CH:18][CH:17]=2)[N:13]([CH:23]2[CH2:28][CH2:27][CH2:26][CH2:25][O:24]2)[N:12]=1)[C:5]([O:7]CC)=[O:6], predict the reaction product. The product is: [O:3]=[C:4]([NH:10][C:11]1[CH:15]=[C:14]([C:16]2[CH:17]=[CH:18][C:19]([CH3:22])=[CH:20][CH:21]=2)[N:13]([CH:23]2[CH2:28][CH2:27][CH2:26][CH2:25][O:24]2)[N:12]=1)[C:5]([OH:7])=[O:6].